The task is: Predict the reactants needed to synthesize the given product.. This data is from Full USPTO retrosynthesis dataset with 1.9M reactions from patents (1976-2016). Given the product [CH2:15]([N:8]([CH2:1][C:2]1[CH:3]=[CH:4][CH:5]=[CH:6][CH:7]=1)[C@@H:9]([CH2:12][CH2:13][CH3:14])[C@H:10]([OH:11])[C:27]#[N:28])[C:16]1[CH:17]=[CH:18][CH:19]=[CH:20][CH:21]=1, predict the reactants needed to synthesize it. The reactants are: [CH2:1]([N:8]([CH2:15][C:16]1[CH:21]=[CH:20][CH:19]=[CH:18][CH:17]=1)[C@@H:9]([CH2:12][CH2:13][CH3:14])[CH:10]=[O:11])[C:2]1[CH:7]=[CH:6][CH:5]=[CH:4][CH:3]=1.S(=O)(O)[O-].[Na+].[C-:27]#[N:28].[Na+].C(OCC)(=O)C.